This data is from Full USPTO retrosynthesis dataset with 1.9M reactions from patents (1976-2016). The task is: Predict the reactants needed to synthesize the given product. (1) Given the product [O:20]1[CH2:21][CH2:22][O:23][CH:19]1[C:15]1[CH:14]=[C:13]([CH:18]=[CH:17][CH:16]=1)[CH:24]=[O:25], predict the reactants needed to synthesize it. The reactants are: [Li]CCCC.CCCCCC.Br[C:13]1[CH:14]=[C:15]([CH:19]2[O:23][CH2:22][CH2:21][O:20]2)[CH:16]=[CH:17][CH:18]=1.[CH:24](N1CCCCC1)=[O:25]. (2) Given the product [N+:22]([C:25]1[C:26]2[O:27][C:28]([C:29]([O:31][CH3:32])=[O:30])=[CH:33][C:34](=[O:36])[C:38]=2[CH:39]=[CH:40][CH:41]=1)([O-:24])=[O:23], predict the reactants needed to synthesize it. The reactants are: ClS(O)(=O)=O.C(O)(=O)/C=C/C(O)=O.C(O)(=O)/C=C\C(O)=O.[N+:22]([C:25]1[CH:41]=[CH:40][CH:39]=[CH:38][C:26]=1[O:27]/[C:28](=[CH:33]\[C:34]([O:36]C)=O)/[C:29]([O:31][CH3:32])=[O:30])([O-:24])=[O:23].[N+](C1C=CC=CC=1O/C(=C/C(OC)=O)/C(OC)=O)([O-])=O. (3) Given the product [F:8][C:9]1[CH:10]=[CH:11][C:12]([C:15]2[N:16]=[CH:17][N:18]([CH:26]3[CH2:31][CH2:30][NH:29][CH2:28][CH2:27]3)[C:19]=2[C:20]2[CH:25]=[CH:24][N:23]=[CH:22][N:21]=2)=[CH:13][CH:14]=1, predict the reactants needed to synthesize it. The reactants are: C(O)(C(F)(F)F)=O.[F:8][C:9]1[CH:14]=[CH:13][C:12]([C:15]2[N:16]=[CH:17][N:18]([CH:26]3[CH2:31][CH2:30][N:29](C(OC(C)(C)C)=O)[CH2:28][CH2:27]3)[C:19]=2[C:20]2[CH:25]=[CH:24][N:23]=[CH:22][N:21]=2)=[CH:11][CH:10]=1.[OH-].[Na+]. (4) Given the product [CH3:1][C:2]1([CH3:40])[O:6][C@@H:5]([CH2:7][O:8][C:9]2[CH:14]=[C:13]([CH3:15])[C:12]([C:16]3[CH:21]=[CH:20][CH:19]=[C:18]([CH2:22][O:23][C:24]4[CH:25]=[C:26]5[C:30](=[CH:31][CH:32]=4)[CH:29]([CH2:33][CH:34]=[O:53])[C:28]4([CH2:37][CH2:36]4)[CH2:27]5)[C:17]=3[CH3:38])=[C:11]([CH3:39])[CH:10]=2)[CH2:4][O:3]1, predict the reactants needed to synthesize it. The reactants are: [CH3:1][C:2]1([CH3:40])[O:6][C@@H:5]([CH2:7][O:8][C:9]2[CH:14]=[C:13]([CH3:15])[C:12]([C:16]3[CH:21]=[CH:20][CH:19]=[C:18]([CH2:22][O:23][C:24]4[CH:25]=[C:26]5[C:30](=[CH:31][CH:32]=4)[CH:29]([CH2:33][C:34]#N)[C:28]4([CH2:37][CH2:36]4)[CH2:27]5)[C:17]=3[CH3:38])=[C:11]([CH3:39])[CH:10]=2)[CH2:4][O:3]1.[H-].C([Al+]CC(C)C)C(C)C.C(OCC)(=[O:53])C.C(C(C(C([O-])=O)O)O)([O-])=O.[Na+].[K+]. (5) Given the product [F:49][C:47]([F:50])([CH3:48])[CH2:46][O:19][C:16]1[CH:15]=[C:14]([F:20])[C:13]2[O:12][C:11]3[C:6](=[CH:7][C:8]([C:21]4[C:22]([F:27])=[N:23][CH:24]=[CH:25][CH:26]=4)=[CH:9][CH:10]=3)[C@@:5]3([CH2:4][S:3][C:2]([NH2:1])=[N:28]3)[C:18]=2[CH:17]=1, predict the reactants needed to synthesize it. The reactants are: [NH2:1][C:2]1[S:3][CH2:4][C@@:5]2([N:28]=1)[C:18]1[CH:17]=[C:16]([OH:19])[CH:15]=[C:14]([F:20])[C:13]=1[O:12][C:11]1[C:6]2=[CH:7][C:8]([C:21]2[C:22]([F:27])=[N:23][CH:24]=[CH:25][CH:26]=2)=[CH:9][CH:10]=1.C(=O)([O-])[O-].[Cs+].[Cs+].CC1C=CC(S(O[CH2:46][C:47]([F:50])([F:49])[CH3:48])(=O)=O)=CC=1.N#N.[I-].[K+]. (6) Given the product [Cl:1][C:2]1[CH:11]=[C:10]([Cl:12])[CH:9]=[CH:8][C:3]=1[C:4](=[O:7])[CH2:5][N:13]1[CH2:18][CH2:17][O:16][CH2:15][CH2:14]1, predict the reactants needed to synthesize it. The reactants are: [Cl:1][C:2]1[CH:11]=[C:10]([Cl:12])[CH:9]=[CH:8][C:3]=1[C:4](=[O:7])[CH2:5]Cl.[NH:13]1[CH2:18][CH2:17][O:16][CH2:15][CH2:14]1. (7) Given the product [Br:1][C:2]1[C:10]2[CH:9]=[CH:8][C:7](=[O:11])[N:6]([C:12]3[C:13]([F:19])=[CH:14][CH:15]=[CH:16][C:17]=3[F:18])[C:5]=2[S:4][C:3]=1[C:20]([N:35]1[CH2:39][CH2:38][CH2:37][C@@H:36]1[CH2:40][OH:41])=[O:22], predict the reactants needed to synthesize it. The reactants are: [Br:1][C:2]1[C:10]2[CH:9]=[CH:8][C:7](=[O:11])[N:6]([C:12]3[C:17]([F:18])=[CH:16][CH:15]=[CH:14][C:13]=3[F:19])[C:5]=2[S:4][C:3]=1[C:20]([OH:22])=O.C(N1C=CN=C1)(N1C=CN=C1)=O.[NH:35]1[CH2:39][CH2:38][CH2:37][C@@H:36]1[CH2:40][OH:41].O.